From a dataset of Full USPTO retrosynthesis dataset with 1.9M reactions from patents (1976-2016). Predict the reactants needed to synthesize the given product. (1) Given the product [CH2:34]([O:25][C:23](=[O:24])[C:22]([CH3:21])=[CH:9][C:8]1[N:4]([CH:1]2[CH2:3][CH2:2]2)[C:5]([C:11]2[CH:16]=[CH:15][C:14]([O:17][CH3:18])=[CH:13][CH:12]=2)=[N:6][CH:7]=1)[CH3:35], predict the reactants needed to synthesize it. The reactants are: [CH:1]1([N:4]2[C:8]([CH:9]=O)=[CH:7][N:6]=[C:5]2[C:11]2[CH:16]=[CH:15][C:14]([O:17][CH3:18])=[CH:13][CH:12]=2)[CH2:3][CH2:2]1.C([C:21](CC)(CC)[CH:22](P(O)(O)=O)[C:23]([O-:25])=[O:24])C.[CH2:34]1CCN2C(=NCCC2)C[CH2:35]1. (2) The reactants are: [CH3:1][C:2]1[N:7]=[CH:6][C:5]([O:8][C:9]([CH3:14])([CH3:13])[C:10]([OH:12])=O)=[CH:4][CH:3]=1.Cl.[Cl:16][C:17]1[CH:22]=[CH:21][C:20]([CH:23]([CH2:27][C:28]2[CH:33]=[CH:32][C:31]([Cl:34])=[CH:30][CH:29]=2)[CH:24]([NH2:26])[CH3:25])=[CH:19][CH:18]=1. Given the product [Cl:16][C:17]1[CH:22]=[CH:21][C:20]([CH:23]([CH2:27][C:28]2[CH:29]=[CH:30][C:31]([Cl:34])=[CH:32][CH:33]=2)[CH:24]([NH:26][C:10](=[O:12])[C:9]([O:8][C:5]2[CH:6]=[N:7][C:2]([CH3:1])=[CH:3][CH:4]=2)([CH3:14])[CH3:13])[CH3:25])=[CH:19][CH:18]=1, predict the reactants needed to synthesize it. (3) Given the product [C:28]([OH:2])(=[O:29])[CH3:30].[CH3:27][C:28]1([CH3:30])[N:17]=[C:16]([NH:18][C:19]([CH3:25])([CH3:26])[CH2:20][C:21]([CH3:24])([CH3:23])[CH3:22])[NH:15][C:13]([NH:12][CH2:5][CH2:6][CH2:7][CH2:8][CH2:9][CH2:10][CH3:11])=[N:14]1, predict the reactants needed to synthesize it. The reactants are: C[OH:2].Cl.Cl.[CH2:5]([NH:12][C:13]([NH:15][C:16]([NH:18][C:19]([CH3:26])([CH3:25])[CH2:20][C:21]([CH3:24])([CH3:23])[CH3:22])=[NH:17])=[NH:14])[CH2:6][CH2:7][CH2:8][CH2:9][CH2:10][CH3:11].[CH3:27][C:28]([CH3:30])=[O:29]. (4) Given the product [F:1][C:2]1[C:3]([C:22]2[N:26]([CH:27]3[CH2:28][CH2:29][O:30][CH2:31][CH2:32]3)[C:25]([CH3:33])=[N:24][CH:23]=2)=[N:4][C:5]([NH:8][CH:9]2[CH2:14][CH2:13][N:12]([C:15](=[O:17])[CH2:40][C:34]3[CH:39]=[CH:38][CH:37]=[CH:36][CH:35]=3)[CH2:11][CH2:10]2)=[N:6][CH:7]=1, predict the reactants needed to synthesize it. The reactants are: [F:1][C:2]1[C:3]([C:22]2[N:26]([CH:27]3[CH2:32][CH2:31][O:30][CH2:29][CH2:28]3)[C:25]([CH3:33])=[N:24][CH:23]=2)=[N:4][C:5]([NH:8][CH:9]2[CH2:14][CH2:13][N:12]([C:15]([O:17]C(C)(C)C)=O)[CH2:11][CH2:10]2)=[N:6][CH:7]=1.[C:34]1([CH2:40]C(Cl)=O)[CH:39]=[CH:38][CH:37]=[CH:36][CH:35]=1. (5) Given the product [CH3:12][O:11][CH2:10][C@H:9]([CH3:13])[O:8][C:6]1[CH:7]=[C:2]([CH:3]=[C:4]([C:14]2[NH:15][C:16]([C:19]3[S:20][CH:21]=[CH:22][N:23]=3)=[CH:17][CH:18]=2)[CH:5]=1)[O:1][C:32]1[CH:39]=[CH:38][C:35]([CH:36]=[O:37])=[CH:34][C:33]=1[CH3:40], predict the reactants needed to synthesize it. The reactants are: [OH:1][C:2]1[CH:3]=[C:4]([C:14]2[N:15](C(OC(C)(C)C)=O)[C:16]([C:19]3[S:20][CH:21]=[CH:22][N:23]=3)=[CH:17][CH:18]=2)[CH:5]=[C:6]([O:8][C@@H:9]([CH3:13])[CH2:10][O:11][CH3:12])[CH:7]=1.F[C:32]1[CH:39]=[CH:38][C:35]([CH:36]=[O:37])=[CH:34][C:33]=1[CH3:40].[H-].[Na+].[Cl-].[NH4+]. (6) Given the product [C:18]([C:15]1[CH:16]=[CH:17][C:12]([C:7]2[C:8]([CH3:11])=[CH:9][CH:10]=[C:5]([C:3]([OH:4])=[O:2])[CH:6]=2)=[CH:13][CH:14]=1)#[N:19], predict the reactants needed to synthesize it. The reactants are: C[O:2][C:3]([C:5]1[CH:6]=[C:7]([C:12]2[CH:17]=[CH:16][C:15]([C:18]#[N:19])=[CH:14][CH:13]=2)[C:8]([CH3:11])=[CH:9][CH:10]=1)=[O:4].[OH-].[Na+].Cl. (7) Given the product [CH2:1]([O:8][C:9]1[CH:14]=[C:13]([O:15][CH2:16][C:17]2[CH:22]=[CH:21][CH:20]=[CH:19][CH:18]=2)[CH:12]=[C:11]([O:23][C:24]2[CH:25]=[CH:26][C:27]([N+:30]([O-:32])=[O:31])=[CH:28][CH:29]=2)[C:10]=1[C:33](=[O:35])[CH2:34][C:51](=[O:57])[C:52]([O:54][CH2:55][CH3:56])=[O:53])[C:2]1[CH:3]=[CH:4][CH:5]=[CH:6][CH:7]=1, predict the reactants needed to synthesize it. The reactants are: [CH2:1]([O:8][C:9]1[CH:14]=[C:13]([O:15][CH2:16][C:17]2[CH:22]=[CH:21][CH:20]=[CH:19][CH:18]=2)[CH:12]=[C:11]([O:23][C:24]2[CH:29]=[CH:28][C:27]([N+:30]([O-:32])=[O:31])=[CH:26][CH:25]=2)[C:10]=1[C:33](=[O:35])[CH3:34])[C:2]1[CH:7]=[CH:6][CH:5]=[CH:4][CH:3]=1.[Li].C[Si]([N-][Si](C)(C)C)(C)C.C1COCC1.[C:51](OCC)(=[O:57])[C:52]([O:54][CH2:55][CH3:56])=[O:53].Cl. (8) Given the product [CH3:25][N:24]([C:26]1[CH:31]=[CH:30][CH:29]=[CH:28][CH:27]=1)[C:22](=[O:23])[CH2:21][CH2:20][NH:19][CH2:6][C:5]1[CH:8]=[C:9]([O:12][C:13]2[CH:18]=[CH:17][CH:16]=[CH:15][CH:14]=2)[CH:10]=[CH:11][C:4]=1[N+:1]([O-:3])=[O:2], predict the reactants needed to synthesize it. The reactants are: [N+:1]([C:4]1[CH:11]=[CH:10][C:9]([O:12][C:13]2[CH:18]=[CH:17][CH:16]=[CH:15][CH:14]=2)=[CH:8][C:5]=1[CH:6]=O)([O-:3])=[O:2].[NH2:19][CH2:20][CH2:21][C:22]([N:24]([CH:26]1[CH2:31][CH2:30][CH2:29][CH2:28][CH2:27]1)[CH3:25])=[O:23].C(O[BH-](OC(=O)C)OC(=O)C)(=O)C.[Na+].[OH-].[Na+]. (9) Given the product [Cl:6][CH2:7][CH2:8][C:9]([C:11]1[CH:12]=[CH:13][C:14]([F:17])=[CH:15][CH:16]=1)([OH:10])[CH2:3][CH:2]=[CH2:1], predict the reactants needed to synthesize it. The reactants are: [CH2:1]([Mg]Br)[CH:2]=[CH2:3].[Cl:6][CH2:7][CH2:8][C:9]([C:11]1[CH:16]=[CH:15][C:14]([F:17])=[CH:13][CH:12]=1)=[O:10]. (10) Given the product [F:31][C:18]1[CH:19]=[C:20]([N:23]2[CH2:27][C@H:26]([CH2:28][O:29][S:38]([C:35]3[CH:36]=[CH:37][C:32]([CH3:42])=[CH:33][CH:34]=3)(=[O:40])=[O:39])[O:25][C:24]2=[O:30])[CH:21]=[CH:22][C:17]=1[N:14]1[CH2:13][CH2:12][N:11]([C:9]([O:8][CH2:1][C:2]2[CH:3]=[CH:4][CH:5]=[CH:6][CH:7]=2)=[O:10])[CH2:16][CH2:15]1, predict the reactants needed to synthesize it. The reactants are: [CH2:1]([O:8][C:9]([N:11]1[CH2:16][CH2:15][N:14]([C:17]2[CH:22]=[CH:21][C:20]([N:23]3[CH2:27][CH:26]([CH2:28][OH:29])[O:25][C:24]3=[O:30])=[CH:19][C:18]=2[F:31])[CH2:13][CH2:12]1)=[O:10])[C:2]1[CH:7]=[CH:6][CH:5]=[CH:4][CH:3]=1.[C:32]1([CH3:42])[CH:37]=[CH:36][C:35]([S:38](Cl)(=[O:40])=[O:39])=[CH:34][CH:33]=1.